From a dataset of Full USPTO retrosynthesis dataset with 1.9M reactions from patents (1976-2016). Predict the reactants needed to synthesize the given product. (1) Given the product [NH2:20][CH2:23][C@@H:24]1[CH:28]=[CH:27][CH2:26][N:25]1[C:29]([C:31]1[CH:36]=[CH:35][CH:34]=[CH:33][CH:32]=1)=[O:30], predict the reactants needed to synthesize it. The reactants are: C1(P(C2C=CC=CC=2)C2C=CC=CC=2)C=CC=CC=1.[N:20]([CH2:23][C@@H:24]1[CH:28]=[CH:27][CH2:26][N:25]1[C:29]([C:31]1[CH:36]=[CH:35][CH:34]=[CH:33][CH:32]=1)=[O:30])=[N+]=[N-].O. (2) Given the product [CH2:1]([O:8][C:9]1[CH:10]=[C:11]([Cl:30])[C:12]([CH2:13][C@@H:14]2[CH2:18][CH2:17][N:16]([C@H:19]3[CH2:20][CH2:21][C@H:22]([O:25][Si:39]([CH:43]([CH3:45])[CH3:44])([CH:40]([CH3:42])[CH3:41])[CH:36]([CH3:38])[CH3:37])[CH2:23][CH2:24]3)[C:15]2=[O:26])=[C:27]([Cl:29])[CH:28]=1)[C:2]1[CH:3]=[CH:4][CH:5]=[CH:6][CH:7]=1, predict the reactants needed to synthesize it. The reactants are: [CH2:1]([O:8][C:9]1[CH:28]=[C:27]([Cl:29])[C:12]([CH2:13][C@@H:14]2[CH2:18][CH2:17][N:16]([C@H:19]3[CH2:24][CH2:23][C@H:22]([OH:25])[CH2:21][CH2:20]3)[C:15]2=[O:26])=[C:11]([Cl:30])[CH:10]=1)[C:2]1[CH:7]=[CH:6][CH:5]=[CH:4][CH:3]=1.N1C=CN=C1.[CH:36]([Si:39](Cl)([CH:43]([CH3:45])[CH3:44])[CH:40]([CH3:42])[CH3:41])([CH3:38])[CH3:37]. (3) Given the product [S:5]1[C:6]2[CH:11]=[CH:10][CH:9]=[CH:8][C:7]=2[C:3]([CH:2]([NH:18][C:19]2[CH:28]=[CH:27][C:22]([C:23]([OH:25])=[O:24])=[CH:21][CH:20]=2)[CH:12]2[CH2:17][CH2:16][CH2:15][CH2:14][CH2:13]2)=[CH:4]1, predict the reactants needed to synthesize it. The reactants are: Cl[CH:2]([CH:12]1[CH2:17][CH2:16][CH2:15][CH2:14][CH2:13]1)[C:3]1[C:7]2[CH:8]=[CH:9][CH:10]=[CH:11][C:6]=2[S:5][CH:4]=1.[NH2:18][C:19]1[CH:28]=[CH:27][C:22]([C:23]([O:25]C)=[O:24])=[CH:21][CH:20]=1.[I-].[Na+].C(=O)([O-])[O-].[Na+].[Na+].Cl.[OH-].[Na+]. (4) Given the product [C:1]([C:3]1[CH:14]=[CH:13][C:6]([CH2:7][C:8]([CH:18]=[CH:19][CH:20]([Cl:22])[Cl:21])([C:11]#[N:12])[C:9]#[N:10])=[CH:5][CH:4]=1)#[N:2], predict the reactants needed to synthesize it. The reactants are: [C:1]([C:3]1[CH:14]=[CH:13][C:6]([CH2:7][CH:8]([C:11]#[N:12])[C:9]#[N:10])=[CH:5][CH:4]=1)#[N:2].[H-].[Na+].Cl[CH:18]=[CH:19][CH:20]([Cl:22])[Cl:21]. (5) The reactants are: C([N:3]([CH2:6]C)CC)C.C1(P(N=[N+]=[N-])(C2C=CC=CC=2)=[O:15])C=CC=CC=1.[Br:25][C:26]1[N:27]=[C:28]2[CH:33]=[C:32]([O:34][CH3:35])[C:31](C(O)=O)=[CH:30][N:29]2[CH:39]=1.[C:40]([OH:44])([CH3:43])([CH3:42])[CH3:41]. Given the product [Br:25][C:26]1[N:27]=[C:28]2[CH:33]=[C:32]([O:34][CH3:35])[C:31]([NH:3][C:6](=[O:15])[O:44][C:40]([CH3:43])([CH3:42])[CH3:41])=[CH:30][N:29]2[CH:39]=1, predict the reactants needed to synthesize it. (6) Given the product [C:25]([NH:1][C:2]1[N:7]=[CH:6][N:5]=[C:4]([C:8]([NH:10][CH:11]([C:13]2[CH:14]=[N:15][C:16]([O:19][CH2:20][C:21]([F:23])([F:22])[F:24])=[CH:17][CH:18]=2)[CH3:12])=[O:9])[CH:3]=1)(=[O:28])[CH2:26][CH3:27], predict the reactants needed to synthesize it. The reactants are: [NH2:1][C:2]1[N:7]=[CH:6][N:5]=[C:4]([C:8]([NH:10][CH:11]([C:13]2[CH:14]=[N:15][C:16]([O:19][CH2:20][C:21]([F:24])([F:23])[F:22])=[CH:17][CH:18]=2)[CH3:12])=[O:9])[CH:3]=1.[C:25](Cl)(=[O:28])[CH2:26][CH3:27].